Dataset: Retrosynthesis with 50K atom-mapped reactions and 10 reaction types from USPTO. Task: Predict the reactants needed to synthesize the given product. Given the product COc1ccnc(COc2ccccc2-c2ccc3c(c2)CCNCC3)c1, predict the reactants needed to synthesize it. The reactants are: COc1ccnc(COc2ccccc2-c2ccc3c(c2)CCN(C(=O)OC(C)(C)C)CC3)c1.